From a dataset of Forward reaction prediction with 1.9M reactions from USPTO patents (1976-2016). Predict the product of the given reaction. (1) Given the reactants Cl[CH:2]([C:8]([CH3:10])=O)[C:3]([O:5][CH2:6][CH3:7])=[O:4].[NH2:11][C:12]([NH2:14])=[S:13].C([O-])([O-])=O.[Na+].[Na+], predict the reaction product. The product is: [NH2:14][C:12]1[S:13][C:2]([C:3]([O:5][CH2:6][CH3:7])=[O:4])=[C:8]([CH3:10])[N:11]=1. (2) Given the reactants CON(C)[C:4]([C:6]1[N:7]=[CH:8][N:9]([C:11]2[CH:16]=[CH:15][CH:14]=[C:13]([C:17]3[C:18]([Cl:23])=[N:19][CH:20]=[CH:21][CH:22]=3)[CH:12]=2)[CH:10]=1)=[O:5].Br[C:26]1[CH:31]=[CH:30][CH:29]=[CH:28][C:27]=1[O:32][CH3:33], predict the reaction product. The product is: [Cl:23][C:18]1[C:17]([C:13]2[CH:12]=[C:11]([N:9]3[CH:10]=[C:6]([C:4]([C:26]4[CH:31]=[CH:30][CH:29]=[CH:28][C:27]=4[O:32][CH3:33])=[O:5])[N:7]=[CH:8]3)[CH:16]=[CH:15][CH:14]=2)=[CH:22][CH:21]=[CH:20][N:19]=1. (3) Given the reactants Cl.[O:2]=[C:3]1[N:9]([CH:10]2[CH2:15][CH2:14][N:13]([C:16]([O:18][C@H:19]([CH2:41][C:42]3[CH:47]=[C:46]([Br:48])[CH:45]=[C:44]([Br:49])[CH:43]=3)[C:20]([N:22]3[CH2:27][CH2:26][N:25]([CH:28]4[CH2:33][CH2:32][N:31](OC(C)(C)C)[C:30](=C=O)[CH2:29]4)[CH2:24][CH2:23]3)=[O:21])=[O:17])[CH2:12][CH2:11]2)[CH2:8][CH2:7][C:6]2[CH:50]=[CH:51][CH:52]=[CH:53][C:5]=2[NH:4]1.CCOC(C)=O.C([O-])([O-])=O.[Na+].[Na+], predict the reaction product. The product is: [O:2]=[C:3]1[N:9]([CH:10]2[CH2:15][CH2:14][N:13]([C:16]([O:18][C@H:19]([CH2:41][C:42]3[CH:47]=[C:46]([Br:48])[CH:45]=[C:44]([Br:49])[CH:43]=3)[C:20](=[O:21])[N:22]3[CH2:27][CH2:26][N:25]([CH:28]4[CH2:29][CH2:30][NH:31][CH2:32][CH2:33]4)[CH2:24][CH2:23]3)=[O:17])[CH2:12][CH2:11]2)[CH2:8][CH2:7][C:6]2[CH:50]=[CH:51][CH:52]=[CH:53][C:5]=2[NH:4]1.